From a dataset of Reaction yield outcomes from USPTO patents with 853,638 reactions. Predict the reaction yield, written as a fraction of the theoretical maximum amount of product (1.0 means a 100% yield; for example, 0.34 means a 34% yield). (1) The reactants are F[C:2]1[C:3]([C:8]([O:10][CH2:11][CH3:12])=[O:9])=[N:4][CH:5]=[CH:6][CH:7]=1.[CH3:13][O:14][CH2:15][CH2:16][NH2:17]. No catalyst specified. The product is [CH3:13][O:14][CH2:15][CH2:16][NH:17][C:2]1[C:3]([C:8]([O:10][CH2:11][CH3:12])=[O:9])=[N:4][CH:5]=[CH:6][CH:7]=1. The yield is 0.950. (2) The product is [F:17][C:2]([F:1])([F:18])[C:3]1[N:8]=[C:7]([CH2:9][C:10]([OH:12])=[O:11])[CH:6]=[CH:5][CH:4]=1. The yield is 0.980. The catalyst is ClCCl. The reactants are [F:1][C:2]([F:18])([F:17])[C:3]1[N:8]=[C:7]([CH2:9][C:10]([O:12]C(C)(C)C)=[O:11])[CH:6]=[CH:5][CH:4]=1.C([SiH](CC)CC)C.C(O)(C(F)(F)F)=O. (3) The reactants are [C:1]([C:5]1[CH:6]=[C:7]([NH:11][C:12]([C@H:14]2[CH2:19][CH2:18][CH2:17][NH:16][C@H:15]2[CH:20]2[CH2:24][CH2:23][CH2:22][CH2:21]2)=[O:13])[CH:8]=[CH:9][CH:10]=1)([CH3:4])([CH3:3])[CH3:2].CCN(CC)CC.[CH3:32][C:33]1[CH:41]=[CH:40][CH:39]=[CH:38][C:34]=1[C:35](Cl)=[O:36]. The catalyst is C(Cl)Cl.C(OCC)(=O)C. The product is [C:1]([C:5]1[CH:6]=[C:7]([NH:11][C:12]([C@H:14]2[CH2:19][CH2:18][CH2:17][N:16]([C:35](=[O:36])[C:34]3[CH:38]=[CH:39][CH:40]=[CH:41][C:33]=3[CH3:32])[C@H:15]2[CH:20]2[CH2:21][CH2:22][CH2:23][CH2:24]2)=[O:13])[CH:8]=[CH:9][CH:10]=1)([CH3:4])([CH3:2])[CH3:3]. The yield is 0.650. (4) The product is [Cl:24][C:25]1[CH:30]=[CH:29][C:28]([C:2]2[CH:3]=[C:4]3[C:9](=[CH:10][C:11]=2[O:12][CH2:13][C:14]2[CH:22]=[CH:21][C:17]([C:18]([OH:20])=[O:19])=[CH:16][CH:15]=2)[NH:8][C:7](=[O:23])[CH2:6][CH2:5]3)=[CH:27][CH:26]=1. The yield is 0.660. The reactants are Br[C:2]1[CH:3]=[C:4]2[C:9](=[CH:10][C:11]=1[O:12][CH2:13][C:14]1[CH:22]=[CH:21][C:17]([C:18]([OH:20])=[O:19])=[CH:16][CH:15]=1)[NH:8][C:7](=[O:23])[CH2:6][CH2:5]2.[Cl:24][C:25]1[CH:30]=[CH:29][C:28](B(O)O)=[CH:27][CH:26]=1.C(=O)(O)[O-].[Na+].O. The catalyst is CN(C)C=O.C(OCC)(=O)C.C1C=CC([P]([Pd]([P](C2C=CC=CC=2)(C2C=CC=CC=2)C2C=CC=CC=2)([P](C2C=CC=CC=2)(C2C=CC=CC=2)C2C=CC=CC=2)[P](C2C=CC=CC=2)(C2C=CC=CC=2)C2C=CC=CC=2)(C2C=CC=CC=2)C2C=CC=CC=2)=CC=1. (5) The reactants are Br[C:2]1[C:3]([O:21]C)=[CH:4][C:5]([O:19]C)=[C:6]([C:8]2[C:12]3[CH:13]=[CH:14][C:15]([O:17]C)=[CH:16][C:11]=3[O:10][N:9]=2)[CH:7]=1.[Li][CH2:24]CCC.IC.B(Br)(Br)Br. The catalyst is C1COCC1. The product is [OH:17][C:15]1[CH:14]=[CH:13][C:12]2[C:8]([C:6]3[CH:7]=[C:2]([CH3:24])[C:3]([OH:21])=[CH:4][C:5]=3[OH:19])=[N:9][O:10][C:11]=2[CH:16]=1. The yield is 0.810. (6) The reactants are [Li+].CC([N-]C(C)C)C.[Br:9][C:10]1[CH:15]=[C:14]([Si:16]([CH2:21][CH3:22])([CH2:19][CH3:20])[CH2:17][CH3:18])[C:13]([F:23])=[CH:12][N:11]=1.[F:24][CH:25]([F:31])[C:26](OCC)=[O:27]. The catalyst is C1COCC1. The product is [Br:9][C:10]1[N:11]=[C:12]([C:26](=[O:27])[CH:25]([F:31])[F:24])[C:13]([F:23])=[C:14]([Si:16]([CH2:21][CH3:22])([CH2:19][CH3:20])[CH2:17][CH3:18])[CH:15]=1. The yield is 0.750. (7) The reactants are [CH2:1]([S:3]([C:6]1[CH:7]=[CH:8][C:9]([NH2:12])=[N:10][CH:11]=1)(=[O:5])=[O:4])[CH3:2].Br[C:14]1[C:15](=[O:22])[N:16]([CH3:21])[N:17]=[C:18]([Cl:20])[CH:19]=1.CC1(C)C2C(=C(P(C3C=CC=CC=3)C3C=CC=CC=3)C=CC=2)OC2C(P(C3C=CC=CC=3)C3C=CC=CC=3)=CC=CC1=2.C([O-])([O-])=O.[Cs+].[Cs+]. The catalyst is C(Cl)Cl.C1C=CC(/C=C/C(/C=C/C2C=CC=CC=2)=O)=CC=1.C1C=CC(/C=C/C(/C=C/C2C=CC=CC=2)=O)=CC=1.C1C=CC(/C=C/C(/C=C/C2C=CC=CC=2)=O)=CC=1.[Pd].[Pd].O1CCOCC1. The product is [Cl:20][C:18]1[CH:19]=[C:14]([NH:12][C:9]2[CH:8]=[CH:7][C:6]([S:3]([CH2:1][CH3:2])(=[O:4])=[O:5])=[CH:11][N:10]=2)[C:15](=[O:22])[N:16]([CH3:21])[N:17]=1. The yield is 0.250.